Regression/Classification. Given a drug SMILES string, predict its absorption, distribution, metabolism, or excretion properties. Task type varies by dataset: regression for continuous measurements (e.g., permeability, clearance, half-life) or binary classification for categorical outcomes (e.g., BBB penetration, CYP inhibition). Dataset: hlm. From a dataset of Human liver microsome stability data. (1) The molecule is COc1cccc(CNC(=O)c2c[nH]c3cc(-c4ccncc4)ccc23)c1. The result is 1 (stable in human liver microsomes). (2) The compound is CC(C)CC1n2cncc2CN(Cc2ccc(F)cc2)S1(=O)=O. The result is 1 (stable in human liver microsomes). (3) The molecule is CCCc1nc2ccccn2c1C(=O)NCc1ccc(-c2ccccc2)cc1. The result is 1 (stable in human liver microsomes). (4) The result is 0 (unstable in human liver microsomes). The molecule is Cn1c(C(=O)c2ccc(Cl)cc2)cnc1OCCCN1CCCCC1. (5) The compound is Cc1cccc(NC(=O)c2nc(C)n(-c3ccc(F)cc3)c2C)n1. The result is 0 (unstable in human liver microsomes). (6) The drug is Cc1ccc(-c2cc(-c3ccc(S(C)(=O)=O)cc3)cnc2N)c2cccnc12. The result is 0 (unstable in human liver microsomes). (7) The drug is CC(Oc1cc(C(F)(F)F)cc(C(F)(F)F)c1)C1CC(=O)CC(=O)C1. The result is 0 (unstable in human liver microsomes). (8) The molecule is O=C(NC1(C(F)(F)F)CCC1)c1nn(-c2c[n+]([O-])ccn2)c2c1C[C@@H]1C[C@H]21. The result is 0 (unstable in human liver microsomes). (9) The compound is CC1(NC(=O)NC2CCN(c3ncnc4c3nc(-c3ccccc3Cl)n4-c3ccc(Cl)cc3)CC2)CCC(F)(F)CC1. The result is 1 (stable in human liver microsomes).